From a dataset of Forward reaction prediction with 1.9M reactions from USPTO patents (1976-2016). Predict the product of the given reaction. (1) Given the reactants [Br:1][C:2]1[CH:7]=[CH:6][C:5]([NH:8][C:9]2[C:10]([C:20]([OH:22])=O)=[CH:11][C:12]3[N:16]([CH3:17])[CH:15]=[N:14][C:13]=3[C:18]=2[Cl:19])=[C:4]([Cl:23])[CH:3]=1.[CH:24]([O:26][CH2:27][CH2:28][O:29][NH2:30])=[CH2:25].C1C=CC2N(O)N=NC=2C=1.C(N(CC)CC)C.CCN=C=NCCCN(C)C.Cl, predict the reaction product. The product is: [CH:24]([O:26][CH2:27][CH2:28][O:29][NH:30][C:20]([C:10]1[C:9]([NH:8][C:5]2[CH:6]=[CH:7][C:2]([Br:1])=[CH:3][C:4]=2[Cl:23])=[C:18]([Cl:19])[C:13]2[N:14]=[CH:15][N:16]([CH3:17])[C:12]=2[CH:11]=1)=[O:22])=[CH2:25]. (2) Given the reactants C(OC(=O)[NH:7][C@H:8]([C:33]1[CH:38]=[CH:37][CH:36]=[CH:35][CH:34]=1)[CH2:9][NH:10][CH2:11][C:12]1[CH:17]=[C:16]([C:18]([F:21])([F:20])[F:19])[CH:15]=[CH:14][C:13]=1[C:22]1[CH:27]=[C:26]([CH:28]([CH3:30])[CH3:29])[CH:25]=[CH:24][C:23]=1[O:31][CH3:32])(C)(C)C.C(O)(C(F)(F)F)=O.[OH-].[Na+], predict the reaction product. The product is: [CH:28]([C:26]1[CH:25]=[CH:24][C:23]([O:31][CH3:32])=[C:22]([C:13]2[CH:14]=[CH:15][C:16]([C:18]([F:20])([F:21])[F:19])=[CH:17][C:12]=2[CH2:11][NH:10][CH2:9][C@@H:8]([C:33]2[CH:34]=[CH:35][CH:36]=[CH:37][CH:38]=2)[NH2:7])[CH:27]=1)([CH3:30])[CH3:29]. (3) Given the reactants [CH3:1][N:2]1[C:10]2[C:5](=[CH:6][C:7]([CH3:11])=[CH:8][CH:9]=2)[C:4]([C:12](O)=[O:13])=[C:3]1[C:15]1[CH:20]=[CH:19][CH:18]=[CH:17][CH:16]=1.[N:21]1([C:27]2[CH:32]=[N:31][C:30]([C:33]([O:35][CH3:36])=[O:34])=[CH:29][N:28]=2)[CH2:26][CH2:25][NH:24][CH2:23][CH2:22]1.Cl.ON1C2C=CC=CC=2N=N1, predict the reaction product. The product is: [CH3:1][N:2]1[C:10]2[C:5](=[CH:6][C:7]([CH3:11])=[CH:8][CH:9]=2)[C:4]([C:12]([N:24]2[CH2:25][CH2:26][N:21]([C:27]3[N:28]=[CH:29][C:30]([C:33]([O:35][CH3:36])=[O:34])=[N:31][CH:32]=3)[CH2:22][CH2:23]2)=[O:13])=[C:3]1[C:15]1[CH:20]=[CH:19][CH:18]=[CH:17][CH:16]=1. (4) Given the reactants [F:1][C:2]([F:34])([F:33])[C:3]1[CH:4]=[C:5]([C@H:13]([O:15][C@@H:16]2[C@@H:23]([C:24]3[CH:29]=[CH:28][C:27]([F:30])=[CH:26][CH:25]=3)[CH:22]3[N:18]([C:19](=[O:32])[C:20](=[O:31])[CH2:21]3)[CH2:17]2)[CH3:14])[CH:6]=[C:7]([C:9]([F:12])([F:11])[F:10])[CH:8]=1.[CH3:35][Mg]Br, predict the reaction product. The product is: [F:10][C:9]([F:11])([F:12])[C:7]1[CH:6]=[C:5]([C@H:13]([O:15][C@@H:16]2[C@@H:23]([C:24]3[CH:29]=[CH:28][C:27]([F:30])=[CH:26][CH:25]=3)[C@H:22]3[N:18]([C:19](=[O:32])[C:20]([OH:31])([CH3:35])[CH2:21]3)[CH2:17]2)[CH3:14])[CH:4]=[C:3]([C:2]([F:1])([F:33])[F:34])[CH:8]=1. (5) The product is: [CH:1]1[C:13]2[CH2:12][C:11]3[C:6](=[CH:7][CH:8]=[CH:9][CH:10]=3)[C:5]=2[CH:4]=[CH:3][C:2]=1[CH:14]([OH:15])[CH2:21][CH2:20][CH2:19][CH:18]=[CH2:17]. Given the reactants [CH:1]1[C:13]2[CH2:12][C:11]3[C:6](=[CH:7][CH:8]=[CH:9][CH:10]=3)[C:5]=2[CH:4]=[CH:3][C:2]=1[CH:14]=[O:15].Br[CH2:17][CH2:18][CH2:19][CH:20]=[CH2:21].[Mg], predict the reaction product.